This data is from Reaction yield outcomes from USPTO patents with 853,638 reactions. The task is: Predict the reaction yield, written as a fraction of the theoretical maximum amount of product (1.0 means a 100% yield; for example, 0.34 means a 34% yield). (1) The reactants are [CH:1]1[C:10]2[C:5](=[CH:6][CH:7]=[CH:8][CH:9]=2)[CH:4]=[CH:3][C:2]=1[C:11]([NH:13][C@H:14]([C:19]([OH:21])=[O:20])[C@H:15]([CH2:17][CH3:18])C)=[O:12].[CH3:22]OC(=O)[C@H](CC(C)C)N. No catalyst specified. The product is [CH:1]1[C:10]2[C:5](=[CH:6][CH:7]=[CH:8][CH:9]=2)[CH:4]=[CH:3][C:2]=1[C:11]([NH:13][C@H:14]([C:19]([OH:21])=[O:20])[CH2:15][CH:17]([CH3:18])[CH3:22])=[O:12]. The yield is 0.980. (2) The reactants are Br[C:2]1[CH:16]=[CH:15][C:5]([O:6][CH2:7][C@H:8]2[CH2:12][O:11][C:10]([CH3:14])([CH3:13])[O:9]2)=[CH:4][C:3]=1[CH:17]([F:19])[F:18].[Li]CCCC.CN([CH:28]=[O:29])C.[NH4+].[Cl-]. The catalyst is C1COCC1. The product is [F:18][CH:17]([F:19])[C:3]1[CH:4]=[C:5]([O:6][CH2:7][C@H:8]2[CH2:12][O:11][C:10]([CH3:14])([CH3:13])[O:9]2)[CH:15]=[CH:16][C:2]=1[CH:28]=[O:29]. The yield is 0.720.